Dataset: Forward reaction prediction with 1.9M reactions from USPTO patents (1976-2016). Task: Predict the product of the given reaction. (1) Given the reactants [ClH:1].O(CCCNC(C)(C)CC1C=CC([O:21][CH3:22])=CC=1)C1C=CC=CC=1.Cl.[OH:26][CH:27]([CH2:42][O:43][C:44]1[CH:49]=[CH:48][CH:47]=[CH:46][C:45]=1C)[CH2:28][NH:29][C:30]([CH3:41])([CH3:40])[CH2:31][C:32]1[CH:37]=[CH:36][C:35]([O:38][CH3:39])=[CH:34][CH:33]=1, predict the reaction product. The product is: [ClH:1].[OH:26][CH:27]([CH2:42][O:43][C:44]1[CH:49]=[C:48]([O:21][CH3:22])[CH:47]=[C:46]([Cl:1])[CH:45]=1)[CH2:28][NH:29][C:30]([CH3:41])([CH3:40])[CH2:31][C:32]1[CH:37]=[CH:36][C:35]([O:38][CH3:39])=[CH:34][CH:33]=1. (2) The product is: [C:1]([O:4][C@@H:5]1[C@H:9]([O:10][C:11](=[O:13])[CH3:12])[C@@H:8]([CH2:14][O:15][S:21](=[O:23])(=[O:22])[NH2:24])[O:7][C@H:6]1[O:16][C:17](=[O:19])[CH3:18])(=[O:3])[CH3:2]. Given the reactants [C:1]([O:4][C@@H:5]1[C@H:9]([O:10][C:11](=[O:13])[CH3:12])[C@@H:8]([CH2:14][OH:15])[O:7][C@H:6]1[O:16][C:17](=[O:19])[CH3:18])(=[O:3])[CH3:2].Cl[S:21]([NH2:24])(=[O:23])=[O:22], predict the reaction product. (3) Given the reactants [Cl:1][C:2]1[C:7]([N+:8]([O-:10])=[O:9])=[CH:6][CH:5]=[CH:4][C:3]=1[OH:11].C(=O)([O-])[O-].[Cs+].[Cs+].CS(O[CH:23]([CH2:26][CH3:27])[C:24]#[N:25])(=O)=O.[I-].[K+], predict the reaction product. The product is: [Cl:1][C:2]1[C:7]([N+:8]([O-:10])=[O:9])=[CH:6][CH:5]=[CH:4][C:3]=1[O:11][CH:23]([CH2:26][CH3:27])[C:24]#[N:25]. (4) The product is: [F:19][C:18]([F:21])([F:20])[C:15]1[CH:16]=[CH:17][C:12]([NH:11][C:9]2[N:10]=[C:6]3[CH:5]=[CH:4][CH:3]=[C:2]([N:23]4[CH2:28][CH2:27][CH2:26][C@H:25]([OH:29])[CH2:24]4)[N:7]3[N:8]=2)=[CH:13][CH:14]=1. Given the reactants Br[C:2]1[N:7]2[N:8]=[C:9]([NH:11][C:12]3[CH:17]=[CH:16][C:15]([C:18]([F:21])([F:20])[F:19])=[CH:14][CH:13]=3)[N:10]=[C:6]2[CH:5]=[CH:4][CH:3]=1.Cl.[NH:23]1[CH2:28][CH2:27][CH2:26][C@H:25]([OH:29])[CH2:24]1.C(N(C(C)C)CC)(C)C, predict the reaction product. (5) The product is: [F:1][CH2:2][CH2:3][NH:4][C:5]1[CH:10]=[CH:9][N:8]2[CH:13]=[C:14]([C:16]3[CH:17]=[C:18]([OH:22])[CH:19]=[CH:20][CH:21]=3)[N:11]=[C:7]2[CH:6]=1. Given the reactants [F:1][CH2:2][CH2:3][NH:4][C:5]1[CH:10]=[CH:9][N:8]=[C:7]([NH2:11])[CH:6]=1.Br[CH2:13][C:14]([C:16]1[CH:21]=[CH:20][CH:19]=[C:18]([OH:22])[CH:17]=1)=O, predict the reaction product. (6) Given the reactants [C:1]([C:4]1[CH:5]=[C:6]2[C:11](=[CH:12][CH:13]=1)[CH2:10][N:9]([C:14]([O:16][C:17]([CH3:20])([CH3:19])[CH3:18])=[O:15])[CH2:8][CH2:7]2)(=O)[CH3:2].[N:21]1([C:27]([CH:29]2[CH2:34][CH2:33][O:32][CH2:31][CH2:30]2)=[O:28])[CH2:26][CH2:25][NH:24][CH2:23][CH2:22]1.[BH4-].[Na+], predict the reaction product. The product is: [O:32]1[CH2:33][CH2:34][CH:29]([C:27]([N:21]2[CH2:26][CH2:25][N:24]([CH:1]([C:4]3[CH:5]=[C:6]4[C:11](=[CH:12][CH:13]=3)[CH2:10][N:9]([C:14]([O:16][C:17]([CH3:20])([CH3:19])[CH3:18])=[O:15])[CH2:8][CH2:7]4)[CH3:2])[CH2:23][CH2:22]2)=[O:28])[CH2:30][CH2:31]1. (7) Given the reactants [N:1]([CH:4]([CH:25]1[O:29][C:28](=[O:30])[CH:27]([CH:31]([CH3:33])[CH3:32])[CH2:26]1)[CH2:5][CH:6]([CH2:10][C:11]1[CH:16]=[CH:15][C:14]([O:17][CH3:18])=[C:13]([O:19][CH2:20][CH2:21][CH2:22][O:23][CH3:24])[CH:12]=1)[CH:7]([CH3:9])[CH3:8])=[N+:2]=[N-:3].[CH3:34][N:35]1[CH2:40][CH2:39][CH:38]([NH2:41])[CH2:37][CH2:36]1, predict the reaction product. The product is: [CH3:34][N:35]1[CH2:40][CH2:39][CH:38]([NH:41][C:28](=[O:30])[CH:27]([CH:31]([CH3:33])[CH3:32])[CH2:26][CH:25]([OH:29])[CH:4]([N:1]=[N+:2]=[N-:3])[CH2:5][CH:6]([CH2:10][C:11]2[CH:16]=[CH:15][C:14]([O:17][CH3:18])=[C:13]([O:19][CH2:20][CH2:21][CH2:22][O:23][CH3:24])[CH:12]=2)[CH:7]([CH3:9])[CH3:8])[CH2:37][CH2:36]1. (8) Given the reactants [CH3:1][N:2]([CH3:6])[CH2:3][CH2:4][NH2:5].[C:7]([NH:10][C:11]1[S:12][C:13]([S:17](Cl)(=[O:19])=[O:18])=[C:14]([CH3:16])[N:15]=1)(=[O:9])[CH3:8].C(N(CC)CC)C, predict the reaction product. The product is: [CH3:1][N:2]([CH3:6])[CH2:3][CH2:4][NH:5][S:17]([C:13]1[S:12][C:11]([NH:10][C:7](=[O:9])[CH3:8])=[N:15][C:14]=1[CH3:16])(=[O:18])=[O:19]. (9) Given the reactants [CH3:1][O:2][CH2:3][C@@H:4]([NH:6][C:7]([C:9]1[C:17]2[C:12](=[N:13][CH:14]=[C:15]([C:18]3[C:26]4[C:21](=[CH:22][C:23]([Cl:27])=[CH:24][CH:25]=4)[N:20]([CH2:28][CH2:29][N:30]([CH3:32])[CH3:31])[N:19]=3)[N:16]=2)[N:11](COCC[Si](C)(C)C)[CH:10]=1)=[O:8])[CH3:5].FC(F)(F)C(O)=O.C(N)CN, predict the reaction product. The product is: [CH3:1][O:2][CH2:3][C@@H:4]([NH:6][C:7]([C:9]1[C:17]2[C:12](=[N:13][CH:14]=[C:15]([C:18]3[C:26]4[C:21](=[CH:22][C:23]([Cl:27])=[CH:24][CH:25]=4)[N:20]([CH2:28][CH2:29][N:30]([CH3:32])[CH3:31])[N:19]=3)[N:16]=2)[NH:11][CH:10]=1)=[O:8])[CH3:5]. (10) Given the reactants Br[C:2]1[C:7]([N+:8]([O-:10])=[O:9])=[CH:6][C:5]([Br:11])=[CH:4][N:3]=1.[Cl:12][C:13]1[CH:18]=[CH:17][C:16](B(O)O)=[CH:15][C:14]=1[F:22], predict the reaction product. The product is: [Br:11][C:5]1[CH:6]=[C:7]([N+:8]([O-:10])=[O:9])[C:2]([C:16]2[CH:17]=[CH:18][C:13]([Cl:12])=[C:14]([F:22])[CH:15]=2)=[N:3][CH:4]=1.